This data is from Forward reaction prediction with 1.9M reactions from USPTO patents (1976-2016). The task is: Predict the product of the given reaction. (1) The product is: [CH3:1][O:2][C:3]1[C:8]([N+:9]([O-:11])=[O:10])=[C:7]([O:12][CH3:13])[CH:6]=[CH:5][C:4]=1[C:16]#[C:15][C:17]1[CH:18]=[N:19][N:20]([CH3:22])[CH:21]=1. Given the reactants [CH3:1][O:2][C:3]1[C:8]([N+:9]([O-:11])=[O:10])=[C:7]([O:12][CH3:13])[CH:6]=[CH:5][C:4]=1I.[C:15]([C:17]1[CH:18]=[N:19][N:20]([CH3:22])[CH:21]=1)#[CH:16].C(#N)C, predict the reaction product. (2) Given the reactants Cl[C:2]1[N:7]2[N:8]=[CH:9][CH:10]=[C:6]2[N:5]=[C:4]([NH:11][C:12](=[O:23])[C:13]2[CH:18]=[CH:17][C:16]([C:19]([OH:22])([CH3:21])[CH3:20])=[CH:15][CH:14]=2)[CH:3]=1.[CH3:24][CH:25]1[C:30](=[O:31])[CH2:29][CH2:28][NH:27][CH2:26]1, predict the reaction product. The product is: [OH:22][C:19]([C:16]1[CH:17]=[CH:18][C:13]([C:12]([NH:11][C:4]2[CH:3]=[C:2]([N:27]3[CH2:28][CH2:29][C:30](=[O:31])[CH:25]([CH3:24])[CH2:26]3)[N:7]3[N:8]=[CH:9][CH:10]=[C:6]3[N:5]=2)=[O:23])=[CH:14][CH:15]=1)([CH3:21])[CH3:20]. (3) The product is: [Cl:25][C:26]1[CH:27]=[CH:28][C:29]([S:32][C:33]2[C:41]3[C:36](=[CH:37][CH:38]=[CH:39][C:40]=3[CH3:42])[NH:35][C:34]=2[C:43]([O:45][CH2:2][CH3:7])=[O:44])=[CH:30][CH:31]=1. Given the reactants Cl[C:2]1C=C(SC2C3C(=CC(C)=CC=3)NC=2CCC(N)=O)C=C(Cl)[CH:7]=1.[Cl:25][C:26]1[CH:31]=[CH:30][C:29]([S:32][C:33]2[C:41]3[C:36](=[CH:37][CH:38]=[CH:39][C:40]=3[CH3:42])[NH:35][C:34]=2[C:43]([OH:45])=[O:44])=[CH:28][CH:27]=1.C(Cl)(=O)C(Cl)=O.CCO, predict the reaction product. (4) Given the reactants C1(P(N=[N+]=[N-])(C2C=CC=CC=2)=[O:8])C=CC=CC=1.C([N:20]([CH2:23]C)CC)C.[CH3:25][O:26][C:27]([CH2:29][C@@:30]1([CH2:36]C(O)=O)[CH2:34][CH2:33][C@@H:32]([CH3:35])[CH2:31]1)=[O:28], predict the reaction product. The product is: [CH3:25][O:26][C:27](=[O:28])[CH2:29][C@@:30]1([CH2:36][N:20]=[C:23]=[O:8])[CH2:34][CH2:33][C@@H:32]([CH3:35])[CH2:31]1.